The task is: Predict which catalyst facilitates the given reaction.. This data is from Catalyst prediction with 721,799 reactions and 888 catalyst types from USPTO. (1) Reactant: S(=O)(=O)(O)O.[Br:6][C:7]1[CH:8]=[C:9]([C:14]([C:17]2[CH:22]=[CH:21][C:20]([O:23][CH3:24])=[C:19]([CH3:25])[CH:18]=2)(O)[CH3:15])[CH:10]=[CH:11][C:12]=1[Cl:13]. Product: [Br:6][C:7]1[CH:8]=[C:9]([C:14]([C:17]2[CH:22]=[CH:21][C:20]([O:23][CH3:24])=[C:19]([CH3:25])[CH:18]=2)=[CH2:15])[CH:10]=[CH:11][C:12]=1[Cl:13]. The catalyst class is: 5. (2) Reactant: [C:1]([O:5][C:6]([N:8]1[CH2:13][CH2:12][CH:11]([N:14]2[C@H:18]([C:19]3[CH:24]=[CH:23][CH:22]=[CH:21][CH:20]=3)[CH2:17][NH:16][C:15]2=[O:25])[CH2:10][CH2:9]1)=[O:7])([CH3:4])([CH3:3])[CH3:2].[H-].[Na+].Cl[C:29]([O:31][CH3:32])=[O:30]. Product: [C:1]([O:5][C:6]([N:8]1[CH2:9][CH2:10][CH:11]([N:14]2[C@H:18]([C:19]3[CH:20]=[CH:21][CH:22]=[CH:23][CH:24]=3)[CH2:17][N:16]([C:29]([O:31][CH3:32])=[O:30])[C:15]2=[O:25])[CH2:12][CH2:13]1)=[O:7])([CH3:4])([CH3:2])[CH3:3]. The catalyst class is: 1. (3) Reactant: Cl.[NH:2]1[CH2:5][CH:4]([OH:6])[CH2:3]1.O1CCCC1.C(=O)([O-])[O-].[K+].[K+].Cl[C:19]([O:21][CH2:22][C:23]1[CH:28]=[CH:27][CH:26]=[CH:25][CH:24]=1)=[O:20]. The catalyst class is: 6. Product: [OH:6][CH:4]1[CH2:5][N:2]([C:19]([O:21][CH2:22][C:23]2[CH:28]=[CH:27][CH:26]=[CH:25][CH:24]=2)=[O:20])[CH2:3]1. (4) Reactant: [CH:1]([C:4]1[CH:9]=[C:8]([CH:10]([CH3:12])[CH3:11])[CH:7]=[C:6]([CH:13]([CH3:15])[CH3:14])[C:5]=1[S:16]([O-:19])(=[O:18])=[O:17])([CH3:3])[CH3:2].[OH:20][C:21]1[CH:26]=[CH:25][C:24]([S+:27]([C:38]2[CH:43]=[CH:42][C:41]([C:44]([CH3:47])([CH3:46])[CH3:45])=[CH:40][CH:39]=2)[C:28]2[CH:33]=[CH:32][C:31]([C:34]([CH3:37])([CH3:36])[CH3:35])=[CH:30][CH:29]=2)=[CH:23][CH:22]=1.C(=O)([O-])[O-].[K+].[K+].CN(C)CCN(C)C.[CH:62]([O:64][CH2:65][CH2:66]Cl)=[CH2:63]. Product: [CH:13]([C:6]1[CH:7]=[C:8]([CH:10]([CH3:11])[CH3:12])[CH:9]=[C:4]([CH:1]([CH3:3])[CH3:2])[C:5]=1[S:16]([O-:19])(=[O:17])=[O:18])([CH3:14])[CH3:15].[CH:62]([O:64][CH2:65][CH2:66][O:20][C:21]1[CH:26]=[CH:25][C:24]([S+:27]([C:38]2[CH:39]=[CH:40][C:41]([C:44]([CH3:47])([CH3:46])[CH3:45])=[CH:42][CH:43]=2)[C:28]2[CH:33]=[CH:32][C:31]([C:34]([CH3:37])([CH3:36])[CH3:35])=[CH:30][CH:29]=2)=[CH:23][CH:22]=1)=[CH2:63]. The catalyst class is: 16. (5) Reactant: O.NN.C(O)C.[O:7]1[C:11]2[CH:12]=[CH:13][C:14]([C:16](=O)[CH3:17])=[CH:15][C:10]=2[O:9][CH2:8]1. Product: [CH2:16]([C:14]1[CH:13]=[CH:12][C:11]2[O:7][CH2:8][O:9][C:10]=2[CH:15]=1)[CH3:17]. The catalyst class is: 6.